This data is from Forward reaction prediction with 1.9M reactions from USPTO patents (1976-2016). The task is: Predict the product of the given reaction. (1) Given the reactants C(OC([NH:6][NH:7][CH2:8][CH2:9][CH:10]1[CH2:12][CH2:11]1)=O)C.[OH-].[Na+].[C:15]([OH:20])(=[O:19])[C:16]([OH:18])=[O:17], predict the reaction product. The product is: [C:15]([OH:20])(=[O:19])[C:16]([OH:18])=[O:17].[CH:10]1([CH2:9][CH2:8][NH:7][NH2:6])[CH2:12][CH2:11]1. (2) The product is: [Cl:1][C:2]1[CH:3]=[CH:4][C:5]([CH2:6][NH:7][C:8]([C:10]2[CH:11]=[C:12]3[C:13]([C:14](=[O:16])[N:33]([C:31]4[CH:32]=[N:27][CH:28]=[N:29][CH:30]=4)[C:21](=[S:22])[NH:20]3)=[CH:18][CH:19]=2)=[O:9])=[CH:23][CH:24]=1. Given the reactants [Cl:1][C:2]1[CH:24]=[CH:23][C:5]([CH2:6][NH:7][C:8]([C:10]2[CH:19]=[CH:18][C:13]([C:14]([O:16]C)=O)=[C:12]([N:20]=[C:21]=[S:22])[CH:11]=2)=[O:9])=[CH:4][CH:3]=1.[H-].[Na+].[N:27]1[CH:32]=[C:31]([NH2:33])[CH:30]=[N:29][CH:28]=1, predict the reaction product. (3) Given the reactants [N+:1]([C:4]1[CH:5]=[CH:6][C:7]([N:10]2[CH2:15][CH2:14][S:13](=[O:17])(=[O:16])[CH2:12][CH2:11]2)=[N:8][CH:9]=1)([O-])=O, predict the reaction product. The product is: [O:17]=[S:13]1(=[O:16])[CH2:12][CH2:11][N:10]([C:7]2[N:8]=[CH:9][C:4]([NH2:1])=[CH:5][CH:6]=2)[CH2:15][CH2:14]1. (4) Given the reactants Cl[C:2]1[CH:7]=[CH:6][C:5]([N+:8]([O-:10])=[O:9])=[CH:4][C:3]=1[O:11][CH3:12].[Br:13][C:14]1[N:15]=[CH:16][NH:17][CH:18]=1.C(=O)([O-])[O-].[Cs+].[Cs+], predict the reaction product. The product is: [Br:13][C:14]1[N:15]=[CH:16][N:17]([C:2]2[CH:7]=[CH:6][C:5]([N+:8]([O-:10])=[O:9])=[CH:4][C:3]=2[O:11][CH3:12])[CH:18]=1. (5) Given the reactants [CH2:1]([N:8]1[CH2:13][CH2:12][N:11]([C:14]([C@H:16]2[CH2:21][NH:20][CH2:19][CH2:18][N:17]2[C:22]([O:24][C:25]([CH3:28])([CH3:27])[CH3:26])=[O:23])=[O:15])[CH2:10][CH2:9]1)[C:2]1[CH:7]=[CH:6][CH:5]=[CH:4][CH:3]=1.C(N(CC)C(C)C)(C)C.[C:38]1(=O)[CH2:41][CH2:40][CH2:39]1.S([O-])([O-])(=O)=O.[Mg+2].C(O[BH-](OC(=O)C)OC(=O)C)(=O)C.[Na+], predict the reaction product. The product is: [CH2:1]([N:8]1[CH2:13][CH2:12][N:11]([C:14]([C@H:16]2[CH2:21][N:20]([CH:38]3[CH2:41][CH2:40][CH2:39]3)[CH2:19][CH2:18][N:17]2[C:22]([O:24][C:25]([CH3:28])([CH3:27])[CH3:26])=[O:23])=[O:15])[CH2:10][CH2:9]1)[C:2]1[CH:3]=[CH:4][CH:5]=[CH:6][CH:7]=1. (6) Given the reactants [Br:1][C:2]1[CH:3]=[C:4]2[C:9](=[C:10]([O:12]C)[CH:11]=1)[C:8](=[O:14])[CH2:7][CH2:6][C:5]2([CH3:16])[CH3:15].ClCCl.[Cl-].[Al+3].[Cl-].[Cl-], predict the reaction product. The product is: [Br:1][C:2]1[CH:3]=[C:4]2[C:9](=[C:10]([OH:12])[CH:11]=1)[C:8](=[O:14])[CH2:7][CH2:6][C:5]2([CH3:16])[CH3:15]. (7) Given the reactants [C:1]([C:3]1[CH:8]=[CH:7][C:6]([NH:9][C:10]2[N:15]=[C:14]([NH:16][CH2:17][CH2:18][CH3:19])[C:13]([C:20]([NH:22][C:23]3[CH:24]=[C:25]([NH:29][C:30](=[O:42])[C@@H:31]([N:33](C)[C:34](=O)OC(C)(C)C)[CH3:32])[CH:26]=[CH:27][CH:28]=3)=[O:21])=[CH:12][N:11]=2)=[CH:5][CH:4]=1)#[N:2].Cl, predict the reaction product. The product is: [C:1]([C:3]1[CH:8]=[CH:7][C:6]([NH:9][C:10]2[N:15]=[C:14]([NH:16][CH2:17][CH2:18][CH3:19])[C:13]([C:20]([NH:22][C:23]3[CH:28]=[CH:27][CH:26]=[C:25]([NH:29][C:30](=[O:42])[C@@H:31]([NH:33][CH3:34])[CH3:32])[CH:24]=3)=[O:21])=[CH:12][N:11]=2)=[CH:5][CH:4]=1)#[N:2]. (8) Given the reactants Cl[C:2]1[CH:7]=[C:6]([NH:8][CH2:9][CH2:10][C:11]2[CH:16]=[CH:15][C:14]([Cl:17])=[CH:13][C:12]=2[Cl:18])[N:5]=[C:4]([CH2:19][OH:20])[N:3]=1.[C:21]([C:24]([C:27]1[CH:28]=[C:29](B(O)O)[CH:30]=[CH:31][CH:32]=1)([CH3:26])[CH3:25])([OH:23])=[O:22].C([O-])([O-])=O.[Cs+].[Cs+].Cl, predict the reaction product. The product is: [Cl:18][C:12]1[CH:13]=[C:14]([Cl:17])[CH:15]=[CH:16][C:11]=1[CH2:10][CH2:9][NH:8][C:6]1[N:5]=[C:4]([CH2:19][OH:20])[N:3]=[C:2]([C:29]2[CH:28]=[C:27]([C:24]([CH3:26])([CH3:25])[C:21]([OH:23])=[O:22])[CH:32]=[CH:31][CH:30]=2)[CH:7]=1. (9) Given the reactants [H-].[Na+].[CH3:3][O:4][C:5](=[O:26])[C@@H:6]([C@H:16]([OH:25])[C:17]([N:19]1[CH2:24][CH2:23][O:22][CH2:21][CH2:20]1)=[O:18])[CH2:7][CH2:8][CH2:9][C:10]1[CH:15]=[CH:14][CH:13]=[CH:12][CH:11]=1.[CH3:27]I, predict the reaction product. The product is: [CH3:3][O:4][C:5](=[O:26])[C@@H:6]([CH:16]([O:25][CH3:27])[C:17]([N:19]1[CH2:24][CH2:23][O:22][CH2:21][CH2:20]1)=[O:18])[CH2:7][CH2:8][CH2:9][C:10]1[CH:15]=[CH:14][CH:13]=[CH:12][CH:11]=1.